The task is: Binary Classification. Given a T-cell receptor sequence (or CDR3 region) and an epitope sequence, predict whether binding occurs between them.. This data is from TCR-epitope binding with 47,182 pairs between 192 epitopes and 23,139 TCRs. (1) The epitope is LLLGIGILV. The TCR CDR3 sequence is CASSLGAITFSETQYF. Result: 0 (the TCR does not bind to the epitope). (2) The epitope is RIFTIGTVTLK. The TCR CDR3 sequence is CASSPNRGLDNEQFF. Result: 1 (the TCR binds to the epitope). (3) The epitope is VLWAHGFEL. The TCR CDR3 sequence is CASSLVTGDFEKLFF. Result: 0 (the TCR does not bind to the epitope). (4) The TCR CDR3 sequence is CASSPPKGRGSYEQYF. The epitope is LLFNKVTLA. Result: 0 (the TCR does not bind to the epitope). (5) The epitope is DPFRLLQNSQVFS. The TCR CDR3 sequence is CASSFGPSNQPQHF. Result: 0 (the TCR does not bind to the epitope). (6) The epitope is TSNQVAVLY. The TCR CDR3 sequence is CASSTGYSNQPQHF. Result: 0 (the TCR does not bind to the epitope). (7) The epitope is TPRVTGGGAM. The TCR CDR3 sequence is CASTRGLPQETQYF. Result: 1 (the TCR binds to the epitope). (8) The epitope is LLFGYPVYV. The TCR CDR3 sequence is CASSLWDSDNQPQHF. Result: 0 (the TCR does not bind to the epitope). (9) The epitope is FTISVTTEIL. The TCR CDR3 sequence is CASRLSPLLIYEQYF. Result: 0 (the TCR does not bind to the epitope). (10) The epitope is RPHERNGFTVL. The TCR CDR3 sequence is CASSEPGGPGFYEQYF. Result: 0 (the TCR does not bind to the epitope).